The task is: Regression. Given two drug SMILES strings and cell line genomic features, predict the synergy score measuring deviation from expected non-interaction effect.. This data is from NCI-60 drug combinations with 297,098 pairs across 59 cell lines. (1) Drug 1: COC1=CC(=CC(=C1O)OC)C2C3C(COC3=O)C(C4=CC5=C(C=C24)OCO5)OC6C(C(C7C(O6)COC(O7)C8=CC=CS8)O)O. Drug 2: B(C(CC(C)C)NC(=O)C(CC1=CC=CC=C1)NC(=O)C2=NC=CN=C2)(O)O. Cell line: NCI/ADR-RES. Synergy scores: CSS=-0.772, Synergy_ZIP=-0.225, Synergy_Bliss=-1.43, Synergy_Loewe=-2.16, Synergy_HSA=-2.00. (2) Drug 1: CC12CCC(CC1=CCC3C2CCC4(C3CC=C4C5=CN=CC=C5)C)O. Drug 2: CC1=C(N=C(N=C1N)C(CC(=O)N)NCC(C(=O)N)N)C(=O)NC(C(C2=CN=CN2)OC3C(C(C(C(O3)CO)O)O)OC4C(C(C(C(O4)CO)O)OC(=O)N)O)C(=O)NC(C)C(C(C)C(=O)NC(C(C)O)C(=O)NCCC5=NC(=CS5)C6=NC(=CS6)C(=O)NCCC[S+](C)C)O. Cell line: KM12. Synergy scores: CSS=17.9, Synergy_ZIP=-6.72, Synergy_Bliss=-4.66, Synergy_Loewe=-5.56, Synergy_HSA=-4.90. (3) Drug 1: CC1=C(C=C(C=C1)C(=O)NC2=CC(=CC(=C2)C(F)(F)F)N3C=C(N=C3)C)NC4=NC=CC(=N4)C5=CN=CC=C5. Drug 2: CCN(CC)CCCC(C)NC1=C2C=C(C=CC2=NC3=C1C=CC(=C3)Cl)OC. Cell line: SR. Synergy scores: CSS=51.6, Synergy_ZIP=0.190, Synergy_Bliss=0.482, Synergy_Loewe=-23.1, Synergy_HSA=-2.69. (4) Drug 1: C1=NNC2=C1C(=O)NC=N2. Drug 2: CC1C(C(CC(O1)OC2CC(CC3=C2C(=C4C(=C3O)C(=O)C5=C(C4=O)C(=CC=C5)OC)O)(C(=O)CO)O)N)O.Cl. Cell line: HCT116. Synergy scores: CSS=37.4, Synergy_ZIP=4.19, Synergy_Bliss=1.95, Synergy_Loewe=-11.2, Synergy_HSA=3.27. (5) Drug 1: C1=NNC2=C1C(=O)NC=N2. Drug 2: N.N.Cl[Pt+2]Cl. Cell line: CCRF-CEM. Synergy scores: CSS=58.3, Synergy_ZIP=-2.09, Synergy_Bliss=0.736, Synergy_Loewe=-4.54, Synergy_HSA=3.53.